This data is from Full USPTO retrosynthesis dataset with 1.9M reactions from patents (1976-2016). The task is: Predict the reactants needed to synthesize the given product. Given the product [CH:57]([N:54]1[CH2:53][CH2:52][CH:51]([NH:50][C:31]2[C:32]([C:35]3[NH:44][C:43](=[O:45])[C:42]4[C:37](=[CH:38][C:39]([O:48][CH3:49])=[CH:40][C:41]=4[O:46][CH3:47])[N:36]=3)=[N:33][CH:34]=[C:29]([O:28][CH2:27][CH2:26][N:60]3[CH2:64][CH2:63][CH2:62][CH2:61]3)[CH:30]=2)[CH2:56][CH2:55]1)([CH3:58])[CH3:59], predict the reactants needed to synthesize it. The reactants are: C(Br)(Br)(Br)Br.C1(P(C2C=CC=CC=2)C2C=CC=CC=2)C=CC=CC=1.O[CH2:26][CH2:27][O:28][C:29]1[CH:30]=[C:31]([NH:50][CH:51]2[CH2:56][CH2:55][N:54]([CH:57]([CH3:59])[CH3:58])[CH2:53][CH2:52]2)[C:32]([C:35]2[NH:44][C:43](=[O:45])[C:42]3[C:37](=[CH:38][C:39]([O:48][CH3:49])=[CH:40][C:41]=3[O:46][CH3:47])[N:36]=2)=[N:33][CH:34]=1.[NH:60]1[CH2:64][CH2:63][CH2:62][CH2:61]1.